This data is from Reaction yield outcomes from USPTO patents with 853,638 reactions. The task is: Predict the reaction yield, written as a fraction of the theoretical maximum amount of product (1.0 means a 100% yield; for example, 0.34 means a 34% yield). (1) The reactants are [CH3:1][O:2][C:3](=[O:16])[CH2:4][C:5]1[CH:10]=[C:9]([O:11][CH3:12])[C:8]([OH:13])=[C:7]([O:14][CH3:15])[CH:6]=1.C(=O)([O-])[O-].[K+].[K+].[I-].[K+]. The catalyst is CC(C)=O.O. The product is [CH3:1][O:2][C:3](=[O:16])[CH2:4][C:5]1[CH:6]=[C:7]([O:14][CH3:15])[C:8]([O:13][CH2:4][C:5]2[CH:10]=[CH:9][CH:8]=[CH:7][CH:6]=2)=[C:9]([O:11][CH3:12])[CH:10]=1. The yield is 0.260. (2) The reactants are [C:1]([C:4]1[CH:12]=[C:8]([C:9](O)=[O:10])[C:7]([NH2:13])=[CH:6][CH:5]=1)([OH:3])=[O:2].[CH:14]([O-])([O-])OC.C([O-])(=O)C.[NH4+:23].Cl. The catalyst is O.CO. The product is [C:1]([C:4]1[CH:12]=[C:8]2[C:7](=[CH:6][CH:5]=1)[N:13]=[CH:14][NH:23][C:9]2=[O:10])([OH:3])=[O:2]. The yield is 0.840.